This data is from Reaction yield outcomes from USPTO patents with 853,638 reactions. The task is: Predict the reaction yield, written as a fraction of the theoretical maximum amount of product (1.0 means a 100% yield; for example, 0.34 means a 34% yield). The reactants are [F:1][C:2]1[CH:7]=[C:6]([C:8]([F:11])([F:10])[F:9])[CH:5]=[C:4]([C:12]([C:22]2[CH:27]=[CH:26][C:25]([F:28])=[CH:24][CH:23]=2)([N+:20]#[C-])[CH2:13][C:14]2[CH:19]=[CH:18][CH:17]=[CH:16][CH:15]=2)[CH:3]=1.Cl. The catalyst is CO.O1CCOCC1. The product is [F:1][C:2]1[CH:3]=[C:4]([C:12]([C:22]2[CH:27]=[CH:26][C:25]([F:28])=[CH:24][CH:23]=2)([NH2:20])[CH2:13][C:14]2[CH:15]=[CH:16][CH:17]=[CH:18][CH:19]=2)[CH:5]=[C:6]([C:8]([F:10])([F:11])[F:9])[CH:7]=1. The yield is 0.970.